Dataset: Forward reaction prediction with 1.9M reactions from USPTO patents (1976-2016). Task: Predict the product of the given reaction. (1) Given the reactants CO[CH:3](OC)[N:4]([CH3:6])[CH3:5].[C:9]([CH:12]1[C:17](=[O:18])[CH2:16][C:15]([CH3:20])([CH3:19])[CH2:14][C:13]1=[O:21])(=[O:11])[CH3:10], predict the reaction product. The product is: [CH3:6][N:4]([CH3:5])[CH:3]=[CH:10][C:9](=[C:12]1[C:13](=[O:21])[CH2:14][C:15]([CH3:20])([CH3:19])[CH2:16][C:17]1=[O:18])[OH:11]. (2) Given the reactants [C:1]([O:5][C:6](=[O:18])[NH:7][CH:8]([CH:12]1[CH2:17][CH2:16][CH2:15][CH2:14][CH2:13]1)[CH2:9][CH2:10][OH:11])([CH3:4])([CH3:3])[CH3:2].C(N(CC)C(C)C)(C)C, predict the reaction product. The product is: [C:1]([O:5][C:6](=[O:18])[NH:7][CH:8]([CH:12]1[CH2:17][CH2:16][CH2:15][CH2:14][CH2:13]1)[CH2:9][CH:10]=[O:11])([CH3:4])([CH3:2])[CH3:3].